Task: Regression. Given a peptide amino acid sequence and an MHC pseudo amino acid sequence, predict their binding affinity value. This is MHC class II binding data.. Dataset: Peptide-MHC class II binding affinity with 134,281 pairs from IEDB (1) The peptide sequence is HVTRGAFLVRNGKKL. The MHC is DRB3_0101 with pseudo-sequence DRB3_0101. The binding affinity (normalized) is 0.459. (2) The peptide sequence is LNDSGETVKCRAPGG. The MHC is HLA-DQA10201-DQB10303 with pseudo-sequence HLA-DQA10201-DQB10303. The binding affinity (normalized) is 0.312. (3) The peptide sequence is LVGPTPVNIIGRNLMTQIGC. The MHC is HLA-DQA10501-DQB10201 with pseudo-sequence HLA-DQA10501-DQB10201. The binding affinity (normalized) is 0. (4) The peptide sequence is AKFTCAKSMSLFEVD. The MHC is DRB1_0802 with pseudo-sequence DRB1_0802. The binding affinity (normalized) is 0. (5) The MHC is DRB5_0101 with pseudo-sequence DRB5_0101. The peptide sequence is EQQWNFAGIEAAASA. The binding affinity (normalized) is 0.393. (6) The peptide sequence is QPWEPLQLHVDKAVS. The MHC is DRB1_0101 with pseudo-sequence DRB1_0101. The binding affinity (normalized) is 0.135.